From a dataset of hERG Central: cardiac toxicity at 1µM, 10µM, and general inhibition. Predict hERG channel inhibition at various concentrations. (1) The molecule is Cc1c(Cl)c([N+](=O)[O-])nn1CCCC(=O)N1CCN(c2ccccc2)CC1. Results: hERG_inhib (hERG inhibition (general)): blocker. (2) The molecule is c1ccc(Oc2cccc(OCCCCN3CCCC3)c2)cc1. Results: hERG_inhib (hERG inhibition (general)): blocker.